This data is from Full USPTO retrosynthesis dataset with 1.9M reactions from patents (1976-2016). The task is: Predict the reactants needed to synthesize the given product. (1) Given the product [OH:30][CH:2]1[CH2:28][O:27][C:5]2=[CH:6][CH:7]=[C:8]3[C:12]([N:11]([CH2:13][C@@H:14]([NH:16][C:17](=[O:26])[O:18][CH2:19][C:20]4[CH:25]=[CH:24][CH:23]=[CH:22][CH:21]=4)[CH3:15])[N:10]=[CH:9]3)=[C:4]2[CH:3]1[O:29][CH3:32], predict the reactants needed to synthesize it. The reactants are: Br[CH:2]1[CH2:28][O:27][C:5]2=[CH:6][CH:7]=[C:8]3[C:12]([N:11]([CH2:13][C@@H:14]([NH:16][C:17](=[O:26])[O:18][CH2:19][C:20]4[CH:25]=[CH:24][CH:23]=[CH:22][CH:21]=4)[CH3:15])[N:10]=[CH:9]3)=[C:4]2[CH:3]1[OH:29].[OH-:30].[Na+].[CH3:32]O. (2) Given the product [C:1]([O:5][C:6]([N:8]1[CH2:13][CH2:12][CH:11]([C:14]2[N:18]([CH2:19][CH3:20])[N:17]=[C:16]([CH2:21][OH:22])[C:15]=2[CH3:30])[CH2:10][CH2:9]1)=[O:7])([CH3:2])([CH3:4])[CH3:3], predict the reactants needed to synthesize it. The reactants are: [C:1]([O:5][C:6]([N:8]1[CH2:13][CH2:12][CH:11]([C:14]2[N:18]([CH2:19][CH3:20])[N:17]=[C:16]([CH2:21][O:22]CC3C=CC=CC=3)[C:15]=2[CH3:30])[CH2:10][CH2:9]1)=[O:7])([CH3:4])([CH3:3])[CH3:2].C(OC(N1CCC(C(Br)C=O)CC1)=O)(C)(C)C. (3) The reactants are: [F:1][C:2]1[CH:7]=[CH:6][CH:5]=[CH:4][C:3]=1[CH2:8][O:9][C:10]1[CH:11]=[C:12]([C@H:16]2[CH2:20][CH2:19][C@:18]3([CH2:24][CH2:23][N:22]([CH3:25])[C:21]3=[O:26])[N:17]2C(OC(C)(C)C)=O)[CH:13]=[CH:14][CH:15]=1.C([Cl:37])(C)=O. Given the product [ClH:37].[F:1][C:2]1[CH:7]=[CH:6][CH:5]=[CH:4][C:3]=1[CH2:8][O:9][C:10]1[CH:11]=[C:12]([C@H:16]2[CH2:20][CH2:19][C@:18]3([CH2:24][CH2:23][N:22]([CH3:25])[C:21]3=[O:26])[NH:17]2)[CH:13]=[CH:14][CH:15]=1, predict the reactants needed to synthesize it. (4) Given the product [CH3:1][N:2]([CH3:3])[C:5]1[CH:6]=[CH:7][C:8]([N:11]2[C:20](=[O:21])[C:19]3[C:14](=[CH:15][CH:16]=[CH:17][CH:18]=3)[N:13]=[C:12]2[C:22]2[CH:23]=[C:24]3[C:28](=[CH:29][CH:30]=2)[NH:27][CH:26]=[CH:25]3)=[CH:9][CH:10]=1, predict the reactants needed to synthesize it. The reactants are: [CH3:1][NH:2][CH3:3].Br[C:5]1[CH:10]=[CH:9][C:8]([N:11]2[C:20](=[O:21])[C:19]3[C:14](=[CH:15][CH:16]=[CH:17][CH:18]=3)[N:13]=[C:12]2[C:22]2[CH:23]=[C:24]3[C:28](=[CH:29][CH:30]=2)[N:27](C(OC(C)(C)C)=O)[CH:26]=[CH:25]3)=[CH:7][CH:6]=1. (5) Given the product [Cl:32][Si:31]([CH3:34])([CH3:30])[C:1]1[C:13]2[CH2:12][C:11]3[C:6](=[CH:7][CH:8]=[CH:9][CH:10]=3)[C:5]=2[CH:4]=[CH:3][CH:2]=1, predict the reactants needed to synthesize it. The reactants are: [CH:1]1[C:13]2[CH2:12][C:11]3[C:6](=[CH:7][CH:8]=[CH:9][CH:10]=3)[C:5]=2[CH:4]=[CH:3][CH:2]=1.C[Li].C1([Li])C2CC3C(=CC=CC=3)C=2C=CC=1.[CH3:30][Si:31]([CH3:34])(Cl)[Cl:32]. (6) Given the product [F:3][C:4]1[CH:11]=[CH:10][CH:9]=[C:8]([F:12])[C:5]=1[CH:6]([OH:7])[C:15]([F:18])([F:17])[F:16], predict the reactants needed to synthesize it. The reactants are: [F-].[Cs+].[F:3][C:4]1[CH:11]=[CH:10][CH:9]=[C:8]([F:12])[C:5]=1[CH:6]=[O:7].C[Si](C)(C)[C:15]([F:18])([F:17])[F:16].Cl. (7) Given the product [CH2:28]([NH:7][CH2:8][CH2:9][C:10]1[CH:11]=[CH:12][C:13]([NH:16][C:17]([NH:19][C:20]2[CH:25]=[N:24][C:23]([C:26]#[N:27])=[CH:22][N:21]=2)=[O:18])=[CH:14][CH:15]=1)[C:29]1[CH:30]=[CH:31][CH:32]=[CH:33][CH:34]=1, predict the reactants needed to synthesize it. The reactants are: C(OC(=O)[N:7]([CH2:28][C:29]1[CH:34]=[CH:33][CH:32]=[CH:31][CH:30]=1)[CH2:8][CH2:9][C:10]1[CH:15]=[CH:14][C:13]([NH:16][C:17]([NH:19][C:20]2[CH:25]=[N:24][C:23]([C:26]#[N:27])=[CH:22][N:21]=2)=[O:18])=[CH:12][CH:11]=1)(C)(C)C.Cl. (8) Given the product [CH2:23]([C:19]1[CH:20]=[C:21]([CH3:22])[C:16]([N:13]2[CH2:14][CH2:15][N:10]([C:8]([C:5]3[CH:6]=[CH:7][C:2]([N:26]4[CH2:30][CH2:29][CH2:28][C:27]4=[O:31])=[CH:3][C:4]=3[CH3:25])=[O:9])[CH2:11][CH2:12]2)=[N:17][CH:18]=1)[CH3:24], predict the reactants needed to synthesize it. The reactants are: Br[C:2]1[CH:7]=[CH:6][C:5]([C:8]([N:10]2[CH2:15][CH2:14][N:13]([C:16]3[C:21]([CH3:22])=[CH:20][C:19]([CH2:23][CH3:24])=[CH:18][N:17]=3)[CH2:12][CH2:11]2)=[O:9])=[C:4]([CH3:25])[CH:3]=1.[NH:26]1[CH2:30][CH2:29][CH2:28][C:27]1=[O:31]. (9) The reactants are: N(C(OCC)=O)=N[C:3](OCC)=O.Br[C:14]1[C:19]([OH:20])=[CH:18][CH:17]=[CH:16][N:15]=1.[CH2:21]([OH:26])[CH2:22][CH2:23][CH:24]=C.C1C=CC(P([C:40]2[CH:45]=[CH:44]C=CC=2)C2C=CC=CC=2)=CC=1. Given the product [C:45]([C:16]1[N:15]=[C:14]2[C:21](=[O:26])[CH2:22][CH2:23][CH2:24][O:20][C:19]2=[CH:18][CH:17]=1)([CH3:44])([CH3:40])[CH3:3], predict the reactants needed to synthesize it.